This data is from Full USPTO retrosynthesis dataset with 1.9M reactions from patents (1976-2016). The task is: Predict the reactants needed to synthesize the given product. (1) Given the product [CH3:32][O:31][C:24]1[N:23]=[C:22]([NH:1][C:2]2[CH:3]=[C:4]3[CH2:11][O:10][CH2:9][CH:8]([CH2:12][NH:13][C:14](=[O:20])[O:15][C:16]([CH3:17])([CH3:19])[CH3:18])[C:5]3=[N:6][CH:7]=2)[C:27]([N+:28]([O-:30])=[O:29])=[CH:26][CH:25]=1, predict the reactants needed to synthesize it. The reactants are: [NH2:1][C:2]1[CH:3]=[C:4]2[CH2:11][O:10][CH2:9][CH:8]([CH2:12][NH:13][C:14](=[O:20])[O:15][C:16]([CH3:19])([CH3:18])[CH3:17])[C:5]2=[N:6][CH:7]=1.Cl[C:22]1[C:27]([N+:28]([O-:30])=[O:29])=[CH:26][CH:25]=[C:24]([O:31][CH3:32])[N:23]=1.C(=O)(O)[O-].[Na+]. (2) Given the product [O:16]=[C:15]1[C:14]2([CH2:17][CH2:18][NH:19][CH2:20][CH2:21]2)[N:13]([C:29]2[CH:34]=[CH:33][CH:32]=[CH:31][CH:30]=2)[CH2:12][N:11]1[C@H:4]([C:5]1[CH:6]=[CH:7][CH:8]=[CH:9][CH:10]=1)[C:3]([O:2][CH3:1])=[O:35], predict the reactants needed to synthesize it. The reactants are: [CH3:1][O:2][C:3](=[O:35])[C@H:4]([N:11]1[C:15](=[O:16])[C:14]2([CH2:21][CH2:20][N:19](C(OC(C)(C)C)=O)[CH2:18][CH2:17]2)[N:13]([C:29]2[CH:34]=[CH:33][CH:32]=[CH:31][CH:30]=2)[CH2:12]1)[C:5]1[CH:10]=[CH:9][CH:8]=[CH:7][CH:6]=1.Cl. (3) Given the product [NH:13]1[CH2:12][CH2:11][CH:10]([NH:9][C:5]2[CH:4]=[C:3]([CH:8]=[CH:7][CH:6]=2)[C:1]#[N:2])[CH2:15][CH2:14]1, predict the reactants needed to synthesize it. The reactants are: [C:1]([C:3]1[CH:4]=[C:5]([NH:9][CH:10]2[CH2:15][CH2:14][N:13](C(OC(C)(C)C)=O)[CH2:12][CH2:11]2)[CH:6]=[CH:7][CH:8]=1)#[N:2].C(O)(C(F)(F)F)=O. (4) Given the product [CH2:1]([CH2:6][NH2:7])[CH2:2][C:3]([P:24]([OH:26])([OH:25])=[O:23])([P:8]([OH:11])([OH:10])=[O:9])[OH:4].[OH2:21], predict the reactants needed to synthesize it. The reactants are: [CH2:1]([CH2:6][NH2:7])[CH2:2][C:3](O)=[O:4].[P:8]([OH:11])([OH:10])[OH:9].Cl.N1C=CC=C(CC(O)=[O:21])C=1.[OH:23][PH:24]([OH:26])=[O:25].P(Cl)(Cl)(Cl)=O. (5) Given the product [NH2:1][C:4]1[CH:5]=[CH:6][C:7](/[CH:10]=[CH:11]/[C:12]2[CH:13]=[CH:14][C:15]([NH2:18])=[CH:16][CH:17]=2)=[CH:8][CH:9]=1, predict the reactants needed to synthesize it. The reactants are: [N+:1]([C:4]1[CH:9]=[CH:8][C:7](/[CH:10]=[CH:11]/[C:12]2[CH:17]=[CH:16][C:15]([N+:18]([O-])=O)=[CH:14][CH:13]=2)=[CH:6][CH:5]=1)([O-])=O.Cl[Sn]Cl.[OH-].[Na+].